Dataset: Reaction yield outcomes from USPTO patents with 853,638 reactions. Task: Predict the reaction yield, written as a fraction of the theoretical maximum amount of product (1.0 means a 100% yield; for example, 0.34 means a 34% yield). (1) The reactants are [F:1][C:2]1[CH:7]=[CH:6][C:5]([C:8]2[C:12]([CH2:13][NH:14][C:15]3[CH:16]=[C:17]([C:20]([OH:22])=O)[NH:18][N:19]=3)=[C:11]([CH3:23])[O:10][N:9]=2)=[CH:4][CH:3]=1.C([O-])(=O)C([O-])=O.[CH2:30]1[C:33]2([CH2:36][NH2+:35][CH2:34]2)[CH2:32][O:31]1.[CH2:30]1[C:33]2([CH2:36][NH2+:35][CH2:34]2)[CH2:32][O:31]1. No catalyst specified. The product is [F:1][C:2]1[CH:3]=[CH:4][C:5]([C:8]2[C:12]([CH2:13][NH:14][C:15]3[CH:16]=[C:17]([C:20]([N:35]4[CH2:36][C:33]5([CH2:30][O:31][CH2:32]5)[CH2:34]4)=[O:22])[NH:18][N:19]=3)=[C:11]([CH3:23])[O:10][N:9]=2)=[CH:6][CH:7]=1. The yield is 0.150. (2) The catalyst is COCCOC.O.C(OCC)(=O)C.Cl[Pd](Cl)([P](C1C=CC=CC=1)(C1C=CC=CC=1)C1C=CC=CC=1)[P](C1C=CC=CC=1)(C1C=CC=CC=1)C1C=CC=CC=1. The product is [CH3:1][O:2][C:3]([C:5]1[C:10]([Cl:11])=[C:9]([NH2:12])[N:8]=[C:7]([C:18]2[CH:19]=[CH:20][C:15]([Cl:14])=[CH:16][C:17]=2[F:24])[N:6]=1)=[O:4]. The reactants are [CH3:1][O:2][C:3]([C:5]1[C:10]([Cl:11])=[C:9]([NH2:12])[N:8]=[C:7](Cl)[N:6]=1)=[O:4].[Cl:14][C:15]1[CH:20]=[CH:19][C:18](B(O)O)=[C:17]([F:24])[CH:16]=1.[F-].[Cs+]. The yield is 0.408. (3) The reactants are [C-:1]#[N:2].[Na+].[NH2:4][C:5]1[CH:10]=[CH:9][C:8]([CH3:11])=[CH:7][CH:6]=1.[C:12]1(=O)[CH2:15][CH2:14][CH2:13]1.C(OCC)(=O)C. The catalyst is C(O)(=O)C. The yield is 0.920. The product is [CH3:11][C:8]1[CH:9]=[CH:10][C:5]([NH:4][C:12]2([C:1]#[N:2])[CH2:15][CH2:14][CH2:13]2)=[CH:6][CH:7]=1. (4) The reactants are [NH2:1][C:2]1[CH:7]=[C:6]([N+:8]([O-:10])=[O:9])[CH:5]=[CH:4][C:3]=1[SH:11].[Cl:12][C:13]1[CH:21]=[CH:20][CH:19]=[CH:18][C:14]=1[C:15](O)=O.CS(O)(=O)=O.O=P12OP3(OP(OP(O3)(O1)=O)(=O)O2)=O.[OH-].[Na+]. The catalyst is O. The product is [Cl:12][C:13]1[CH:21]=[CH:20][CH:19]=[CH:18][C:14]=1[C:15]1[S:11][C:3]2[CH:4]=[CH:5][C:6]([N+:8]([O-:10])=[O:9])=[CH:7][C:2]=2[N:1]=1. The yield is 0.980. (5) The reactants are [NH2:1][C:2]1[CH:3]=[C:4]([CH:19]=[CH:20][C:21]=1[F:22])[O:5][C:6]1[CH:7]=[CH:8][C:9]2[N:10]([CH:12]=[C:13]([NH:15][C:16](=[O:18])[CH3:17])[N:14]=2)[N:11]=1.[CH3:23][N:24]1[C:28]([C:29](Cl)=[O:30])=[CH:27][C:26]([CH3:32])=[N:25]1.O. The catalyst is CN(C)C(=O)C. The product is [C:16]([NH:15][C:13]1[N:14]=[C:9]2[CH:8]=[CH:7][C:6]([O:5][C:4]3[CH:19]=[CH:20][C:21]([F:22])=[C:2]([NH:1][C:29]([C:28]4[N:24]([CH3:23])[N:25]=[C:26]([CH3:32])[CH:27]=4)=[O:30])[CH:3]=3)=[N:11][N:10]2[CH:12]=1)(=[O:18])[CH3:17]. The yield is 0.780. (6) The reactants are [Cl:1][C:2]1[CH:3]=[C:4]([C:8]#[C:9][C@@H:10]2[N:14]3[CH2:15][CH2:16][N:17]([C:19]4[N:28]=[CH:27][CH:26]=[CH:25][C:20]=4[C:21]([O:23]C)=[O:22])[CH2:18][C@@H:13]3[CH2:12][CH2:11]2)[CH:5]=[CH:6][CH:7]=1.[Li+].[OH-].C1COCC1.Cl. The catalyst is O.CCO. The product is [Cl:1][C:2]1[CH:3]=[C:4]([C:8]#[C:9][C@@H:10]2[N:14]3[CH2:15][CH2:16][N:17]([C:19]4[N:28]=[CH:27][CH:26]=[CH:25][C:20]=4[C:21]([OH:23])=[O:22])[CH2:18][C@@H:13]3[CH2:12][CH2:11]2)[CH:5]=[CH:6][CH:7]=1. The yield is 0.940.